This data is from Reaction yield outcomes from USPTO patents with 853,638 reactions. The task is: Predict the reaction yield, written as a fraction of the theoretical maximum amount of product (1.0 means a 100% yield; for example, 0.34 means a 34% yield). (1) The reactants are [CH3:1][O:2][CH2:3][CH:4]([NH2:7])[CH2:5][CH3:6].C([O-])([O-])=O.[K+].[K+].[C:14](Cl)([O:16][CH2:17][C:18]1[CH:23]=[CH:22][CH:21]=[CH:20][CH:19]=1)=[O:15]. The catalyst is O1CCOCC1. The product is [CH2:17]([O:16][C:14](=[O:15])[NH:7][CH:4]([CH2:3][O:2][CH3:1])[CH2:5][CH3:6])[C:18]1[CH:23]=[CH:22][CH:21]=[CH:20][CH:19]=1. The yield is 0.760. (2) The reactants are [N:1]1([C:7]2[CH:8]=[C:9]([C:13]3[CH:14]=[C:15]([C:23]([NH:25][C:26]4[CH:27]=[C:28](/[CH:32]=[CH:33]/[C:34]([O:36]CC)=[O:35])[CH:29]=[CH:30][CH:31]=4)=[O:24])[C:16]4[C:21]([CH:22]=3)=[CH:20][CH:19]=[CH:18][CH:17]=4)[CH:10]=[CH:11][CH:12]=2)[CH2:6][CH2:5][NH:4][CH2:3][CH2:2]1.O[Li].O. No catalyst specified. The product is [N:1]1([C:7]2[CH:8]=[C:9]([C:13]3[CH:14]=[C:15]([C:23]([NH:25][C:26]4[CH:27]=[C:28](/[CH:32]=[CH:33]/[C:34]([OH:36])=[O:35])[CH:29]=[CH:30][CH:31]=4)=[O:24])[C:16]4[C:21]([CH:22]=3)=[CH:20][CH:19]=[CH:18][CH:17]=4)[CH:10]=[CH:11][CH:12]=2)[CH2:6][CH2:5][NH:4][CH2:3][CH2:2]1. The yield is 0.750. (3) The reactants are [CH:1]1[C:12]2=[C:13]3[CH:8]([CH2:9][CH2:10][CH2:11]2)[CH2:7][CH2:6][CH2:5][C:4]3=[CH:3][C:2]=1[NH2:14].[Cl-].[C:16]([O:27][CH3:28])(=[O:26])[C:17]1[CH:25]=[CH:24][C:20]([C:21]([O-])=[O:22])=[CH:19][CH:18]=1.Cl. The catalyst is C1C=CC=CC=1.N1C=CC=CC=1. The product is [CH:1]1[C:12]2=[C:13]3[CH:8]([CH2:9][CH2:10][CH2:11]2)[CH2:7][CH2:6][CH2:5][C:4]3=[CH:3][C:2]=1[NH:14][C:21]([C:20]1[CH:24]=[CH:25][C:17]([C:16]([O:27][CH3:28])=[O:26])=[CH:18][CH:19]=1)=[O:22]. The yield is 0.950. (4) The reactants are [Cl:1][C:2]1[CH:3]=[C:4]2[C:8](=[CH:9][CH:10]=1)[N:7]([C:11]1[N:15]([CH3:16])[N:14]=[C:13]([CH3:17])[C:12]=1/[CH:18]=[CH:19]/[C:20](=[N:22]/[OH:23])/[NH2:21])[CH:6]=[CH:5]2.N12CCCN=C1CCCCC2.Cl.[O:36]1CCC[CH2:37]1. No catalyst specified. The product is [Cl:1][C:2]1[CH:3]=[C:4]2[C:8](=[CH:9][CH:10]=1)[N:7]([C:11]1[N:15]([CH3:16])[N:14]=[C:13]([CH3:17])[C:12]=1/[CH:18]=[CH:19]/[C:20]1[NH:21][C:37](=[O:36])[O:23][N:22]=1)[CH:6]=[CH:5]2. The yield is 0.670. (5) The reactants are [C:1]([O:5][C:6]([N:8]1[CH2:14][CH2:13][CH2:12][C:11](=[O:15])[CH2:10][CH2:9]1)=[O:7])([CH3:4])([CH3:3])[CH3:2].[BH4-].[Li+].Cl. The catalyst is CO.O1CCCC1. The product is [C:1]([O:5][C:6]([N:8]1[CH2:14][CH2:13][CH2:12][CH:11]([OH:15])[CH2:10][CH2:9]1)=[O:7])([CH3:4])([CH3:2])[CH3:3]. The yield is 0.991. (6) The reactants are I[C:2]1[CH:8]=[CH:7][C:5]([NH2:6])=[CH:4][CH:3]=1.[C:9]([O:13][C:14]([N:16]1[CH2:21][CH2:20][NH:19][CH2:18][CH2:17]1)=[O:15])([CH3:12])([CH3:11])[CH3:10].P([O-])([O-])([O-])=O.[K+].[K+].[K+].C(O)CO. The catalyst is CC(O)C.[Cu](I)I. The product is [C:9]([O:13][C:14]([N:16]1[CH2:21][CH2:20][N:19]([C:2]2[CH:8]=[CH:7][C:5]([NH2:6])=[CH:4][CH:3]=2)[CH2:18][CH2:17]1)=[O:15])([CH3:12])([CH3:10])[CH3:11]. The yield is 0.430.